Predict the reactants needed to synthesize the given product. From a dataset of Full USPTO retrosynthesis dataset with 1.9M reactions from patents (1976-2016). (1) Given the product [N+:7]([C:4]1[CH:5]=[CH:12][C:11]([C:14]2[CH:19]=[CH:18][N:17]=[CH:16][CH:15]=2)=[N:2][CH:3]=1)([O-:9])=[O:8], predict the reactants needed to synthesize it. The reactants are: C[N:2](C)[CH:3]=[C:4]([N+:7]([O-:9])=[O:8])[CH:5]=O.[C:11]([C:14]1[CH:19]=[CH:18][N:17]=[CH:16][CH:15]=1)(=O)[CH3:12].CC(C)([O-])C.[K+].C([O-])(=O)C.[NH4+]. (2) Given the product [CH:3]([C:16]([C:7]1[CH:8]=[CH:9][C:10]2[C:15](=[CH:14][CH:13]=[CH:12][CH:11]=2)[CH:6]=1)=[O:19])([CH3:5])[CH3:4], predict the reactants needed to synthesize it. The reactants are: [Mg].Br[CH:3]([CH3:5])[CH3:4].[CH:6]1[C:15]2[C:10](=[CH:11][CH:12]=[CH:13][CH:14]=2)[CH:9]=[CH:8][C:7]=1[C:16]#N.S(=O)(=O)(O)[OH:19]. (3) The reactants are: C(=O)([O-])[O-].[K+].[K+].[Br:7][C:8]1[CH:13]=[CH:12][C:11]([OH:14])=[C:10]([CH3:15])[CH:9]=1.[CH3:16][O:17][CH:18]([O:21][CH3:22])[CH2:19]Br.O. Given the product [Br:7][C:8]1[CH:13]=[CH:12][C:11]([O:14][CH2:19][CH:18]([O:21][CH3:22])[O:17][CH3:16])=[C:10]([CH3:15])[CH:9]=1, predict the reactants needed to synthesize it. (4) Given the product [Cl:10][C:11]1[C:16]([N+:17]([O-:19])=[O:18])=[C:15]([NH:9][CH2:8][CH2:7][CH2:6][CH2:5][S:2]([CH3:1])(=[O:4])=[O:3])[CH:14]=[C:13]([CH2:21][CH2:22][CH2:23][CH2:24][CH3:25])[N:12]=1, predict the reactants needed to synthesize it. The reactants are: [CH3:1][S:2]([CH2:5][CH2:6][CH2:7][CH2:8][NH2:9])(=[O:4])=[O:3].[Cl:10][C:11]1[C:16]([N+:17]([O-:19])=[O:18])=[C:15](Cl)[CH:14]=[C:13]([CH2:21][CH2:22][CH2:23][CH2:24][CH3:25])[N:12]=1.C(N(CC)CC)C. (5) The reactants are: [Cl:1][C:2]1[C:6]([Cl:7])=[C:5]([CH3:8])[NH:4][C:3]=1[C:9]([NH:11][CH:12]1[CH2:17][CH2:16][N:15]([C:18]2[S:19][C:20]([C:23]([O:25]C)=[O:24])=[CH:21][N:22]=2)[CH2:14][CH2:13]1)=[O:10].[OH-].[Li+].O.Cl. Given the product [Cl:1][C:2]1[C:6]([Cl:7])=[C:5]([CH3:8])[NH:4][C:3]=1[C:9]([NH:11][CH:12]1[CH2:13][CH2:14][N:15]([C:18]2[S:19][C:20]([C:23]([OH:25])=[O:24])=[CH:21][N:22]=2)[CH2:16][CH2:17]1)=[O:10], predict the reactants needed to synthesize it.